This data is from B-cell epitopes from IEDB database with 3,159 antigens for binding position prediction. The task is: Token-level Classification. Given an antigen amino acid sequence, predict which amino acid positions are active epitope sites capable of antibody binding. Output is a list of indices for active positions. Given the antigen sequence: MHQGAPSWGRRWFVVWALLGLTLGVLVASAAPSSPGTPGVARDPGGERGPCHSGAAALGAAPTGDPKPKKNKKPKNPTPPRPAGDNATVAAGHATLREHLRDIKAENTDANFYVCPPPTGATVVQFEQPRRCPTRPEGQNYTEGIAVVFKENIAPYKFKATMYYKDVTVSQVWFGHRYSQFMGIFEDRAPVPFEEVIDKINAKGVCRSTAKYVRNNLETTAFHRDDHETDMELKPANAATRTSRGWHTTDLKYNPSRVEAFHRYGTTVNCIVEEVDARSVYPYDEFVLATGDFVYMSPFYGYREGSHTEHTTYAADRFKQVDGFYARDLTTKARATAPTTRNLLTTPKFTVAWDWVPKRPSVCTMTKWQEVDEMLRSEYGGSFRFSSDAISTTFTTNLTEYPLSRVDLGDCIGKDARDAMDRIFARRYNATHIKVGQPQYYLANGGFLIAYQPLLSNTLAELYVREHLREQSRKPPNPTPPPPGASANASVERIKTTSSI..., which amino acid positions are active epitope sites? The epitope positions are: [62, 63, 64, 65, 66, 67, 68, 69, 70, 71, 72, 73, 74, 75, 76, 77, 78, 79, 80, 81]. The amino acids at these positions are: TGDPKPKKNKKPKNPTPPRP.